Dataset: Reaction yield outcomes from USPTO patents with 853,638 reactions. Task: Predict the reaction yield, written as a fraction of the theoretical maximum amount of product (1.0 means a 100% yield; for example, 0.34 means a 34% yield). The catalyst is CO.O. The yield is 0.980. The reactants are C[O-].[Na+].[C:4](=O)(OC)[O:5][C:6]1[CH:11]=[CH:10][C:9]([O:12][CH3:13])=[C:8]([CH:14]=[O:15])[CH:7]=1.C([O-])([O-])=O.[K+].[K+].[CH:25]1[CH:30]=[CH:29][C:28](CBr)=[CH:27][CH:26]=1. The product is [CH2:4]([O:5][C:6]1[CH:11]=[CH:10][C:9]([O:12][CH3:13])=[C:8]([CH:7]=1)[CH:14]=[O:15])[C:25]1[CH:30]=[CH:29][CH:28]=[CH:27][CH:26]=1.